This data is from Peptide-MHC class I binding affinity with 185,985 pairs from IEDB/IMGT. The task is: Regression. Given a peptide amino acid sequence and an MHC pseudo amino acid sequence, predict their binding affinity value. This is MHC class I binding data. (1) The peptide sequence is LVAGGLLTV. The MHC is HLA-A02:03 with pseudo-sequence HLA-A02:03. The binding affinity (normalized) is 0.375. (2) The peptide sequence is ILSAVAIFCI. The MHC is HLA-A02:01 with pseudo-sequence HLA-A02:01. The binding affinity (normalized) is 0.760. (3) The peptide sequence is VFFTASLFLH. The MHC is HLA-A31:01 with pseudo-sequence HLA-A31:01. The binding affinity (normalized) is 0.467.